From a dataset of Catalyst prediction with 721,799 reactions and 888 catalyst types from USPTO. Predict which catalyst facilitates the given reaction. (1) Reactant: C(Cl)(=O)C(Cl)=O.CS(C)=O.[C:11]([O:15][C:16]([N:18]1[CH2:22][CH2:21][CH:20]([O:23][Si:24]([C:27]([CH3:30])([CH3:29])[CH3:28])([CH3:26])[CH3:25])[CH:19]1[CH2:31][OH:32])=[O:17])([CH3:14])([CH3:13])[CH3:12]. Product: [C:11]([O:15][C:16]([N:18]1[CH2:22][CH2:21][CH:20]([O:23][Si:24]([C:27]([CH3:30])([CH3:29])[CH3:28])([CH3:26])[CH3:25])[CH:19]1[CH:31]=[O:32])=[O:17])([CH3:14])([CH3:13])[CH3:12]. The catalyst class is: 473. (2) Reactant: C(OC([NH:11][C@@H:12]([CH2:16][NH:17][C:18](=[O:36])[C:19]1[CH:24]=[CH:23][C:22]([CH2:25][CH2:26][C:27](=[O:35])[NH:28][C:29]2[NH:30][CH2:31][CH2:32][CH2:33][N:34]=2)=[CH:21][CH:20]=1)[C:13]([OH:15])=[O:14])=O)C1C=CC=CC=1.C(O)(=O)C.[H][H].CO. Product: [NH2:11][C@@H:12]([CH2:16][NH:17][C:18](=[O:36])[C:19]1[CH:20]=[CH:21][C:22]([CH2:25][CH2:26][C:27](=[O:35])[NH:28][C:29]2[NH:34][CH2:33][CH2:32][CH2:31][N:30]=2)=[CH:23][CH:24]=1)[C:13]([OH:15])=[O:14]. The catalyst class is: 505.